This data is from Reaction yield outcomes from USPTO patents with 853,638 reactions. The task is: Predict the reaction yield, written as a fraction of the theoretical maximum amount of product (1.0 means a 100% yield; for example, 0.34 means a 34% yield). (1) The reactants are [N:1]12[CH2:8][CH2:7][C:4]([C:9]([C:17]3[CH:22]=[CH:21][CH:20]=[CH:19][CH:18]=3)([C:11]3[CH:16]=[CH:15][CH:14]=[CH:13][CH:12]=3)[OH:10])([CH2:5][CH2:6]1)[CH2:3][CH2:2]2.[Br:23][CH2:24][CH2:25][CH2:26][O:27][C:28]1[CH:33]=[CH:32][C:31]([O:34][CH2:35][C:36]2[CH:41]=[CH:40][CH:39]=[CH:38][CH:37]=2)=[CH:30][CH:29]=1. The catalyst is CC#N. The product is [Br-:23].[OH:10][C:9]([C:17]1[CH:22]=[CH:21][CH:20]=[CH:19][CH:18]=1)([C:11]1[CH:12]=[CH:13][CH:14]=[CH:15][CH:16]=1)[C:4]12[CH2:5][CH2:6][N+:1]([CH2:24][CH2:25][CH2:26][O:27][C:28]3[CH:33]=[CH:32][C:31]([O:34][CH2:35][C:36]4[CH:41]=[CH:40][CH:39]=[CH:38][CH:37]=4)=[CH:30][CH:29]=3)([CH2:2][CH2:3]1)[CH2:8][CH2:7]2. The yield is 0.833. (2) The reactants are [C:1]([O:5][C:6](=[O:28])[NH:7][C:8]1([C:12]2[CH:17]=[CH:16][C:15]([C:18](=O)[CH:19](Br)[C:20]3[CH:25]=[CH:24][CH:23]=[CH:22][CH:21]=3)=[CH:14][CH:13]=2)[CH2:11][CH2:10][CH2:9]1)([CH3:4])([CH3:3])[CH3:2].[CH3:29][C:30]1[C:31]([NH2:37])=[N:32][CH:33]=[C:34]([CH3:36])[CH:35]=1. The catalyst is C(O)C. The product is [C:1]([O:5][C:6](=[O:28])[NH:7][C:8]1([C:12]2[CH:17]=[CH:16][C:15]([C:18]3[N:37]=[C:31]4[C:30]([CH3:29])=[CH:35][C:34]([CH3:36])=[CH:33][N:32]4[C:19]=3[C:20]3[CH:25]=[CH:24][CH:23]=[CH:22][CH:21]=3)=[CH:14][CH:13]=2)[CH2:11][CH2:10][CH2:9]1)([CH3:4])([CH3:3])[CH3:2]. The yield is 0.147.